Dataset: Full USPTO retrosynthesis dataset with 1.9M reactions from patents (1976-2016). Task: Predict the reactants needed to synthesize the given product. Given the product [C:22](=[O:25])([S:24][CH2:2][C:3](=[O:4])[NH:5][C:6]1[CH:11]=[CH:10][CH:9]=[C:8]([C:12]2[CH:21]=[N:20][C:19]3[C:14](=[CH:15][CH:16]=[CH:17][CH:18]=3)[N:13]=2)[CH:7]=1)[CH3:23], predict the reactants needed to synthesize it. The reactants are: Br[CH2:2][C:3]([NH:5][C:6]1[CH:11]=[CH:10][CH:9]=[C:8]([C:12]2[CH:21]=[N:20][C:19]3[C:14](=[CH:15][CH:16]=[CH:17][CH:18]=3)[N:13]=2)[CH:7]=1)=[O:4].[C:22]([O-:25])(=[S:24])[CH3:23].[K+].